Dataset: Full USPTO retrosynthesis dataset with 1.9M reactions from patents (1976-2016). Task: Predict the reactants needed to synthesize the given product. (1) Given the product [F:21][C:19]1[CH:18]=[CH:17][C:16]([F:22])=[C:15]2[C:20]=1[C:11]([C:1]1[CH:6]=[CH:5][CH:4]=[CH:3][CH:2]=1)=[N:12][N:13]=[C:14]2[NH:23][C:24]1[CH:25]=[CH:26][C:27]([O:30][C:31]2[C:36]([C:37]3[CH:42]=[CH:41][N:40]=[C:39]([NH:43][CH3:44])[N:38]=3)=[CH:35][CH:34]=[CH:33][N:32]=2)=[CH:28][CH:29]=1, predict the reactants needed to synthesize it. The reactants are: [C:1]1(B(O)O)[CH:6]=[CH:5][CH:4]=[CH:3][CH:2]=1.Cl[C:11]1[C:20]2[C:15](=[C:16]([F:22])[CH:17]=[CH:18][C:19]=2[F:21])[C:14]([NH:23][C:24]2[CH:29]=[CH:28][C:27]([O:30][C:31]3[C:36]([C:37]4[CH:42]=[CH:41][N:40]=[C:39]([NH:43][CH3:44])[N:38]=4)=[CH:35][CH:34]=[CH:33][N:32]=3)=[CH:26][CH:25]=2)=[N:13][N:12]=1.O1CCOCC1.C(=O)([O-])[O-].[Na+].[Na+]. (2) Given the product [CH:12]([CH:1]1[NH:5][C@@H:4]([CH:6]([CH3:8])[CH3:7])[CH2:3][O:2]1)([CH3:13])[CH3:11], predict the reactants needed to synthesize it. The reactants are: [CH3:1][O:2][C:3](=O)[C@H:4]([CH:6]([CH3:8])[CH3:7])[NH2:5].O[CH2:11][C@@H:12](N)[CH:13](C)C.OCCN.C(=O)C(C)C. (3) Given the product [Br:1][C:2]1[C:3]([CH3:18])=[C:4]([NH:8][C:9](=[O:17])[CH:10]([F:20])[C:11]2[CH:16]=[CH:15][CH:14]=[CH:13][N:12]=2)[CH:5]=[CH:6][CH:7]=1, predict the reactants needed to synthesize it. The reactants are: [Br:1][C:2]1[C:3]([CH3:18])=[C:4]([NH:8][C:9](=[O:17])[CH2:10][C:11]2[CH:16]=[CH:15][CH:14]=[CH:13][N:12]=2)[CH:5]=[CH:6][CH:7]=1.[B-](F)(F)(F)[F:20].[B-](F)(F)(F)F.C1[N+]2(CCl)CC[N+](F)(CC2)C1. (4) Given the product [OH:15][CH:8]([CH2:9][O:10][C:11](=[O:14])[CH2:12][CH2:13][N:18]1[CH2:19][CH:17]1[CH3:16])[CH2:7][O:6][C:1](=[O:5])[C:2]([CH3:4])=[CH2:3], predict the reactants needed to synthesize it. The reactants are: [C:1]([O:6][CH2:7][CH:8]([OH:15])[CH2:9][O:10][C:11](=[O:14])[CH:12]=[CH2:13])(=[O:5])[C:2]([CH3:4])=[CH2:3].[CH3:16][CH:17]1[CH2:19][NH:18]1. (5) Given the product [O:1]1[CH2:6][CH2:5][N:4]([C:7]2[CH:16]=[N:15][CH:14]=[C:13]3[C:8]=2[CH:9]=[C:10]([C:17]([NH2:22])=[O:19])[CH:11]=[N:12]3)[CH2:3][CH2:2]1, predict the reactants needed to synthesize it. The reactants are: [O:1]1[CH2:6][CH2:5][N:4]([C:7]2[CH:16]=[N:15][CH:14]=[C:13]3[C:8]=2[CH:9]=[C:10]([C:17]([OH:19])=O)[CH:11]=[N:12]3)[CH2:3][CH2:2]1.C(N1C=CN=C1)([N:22]1C=CN=C1)=O.[OH-].[NH4+]. (6) Given the product [F:49][C:45]1([F:48])[CH2:44][CH2:43][CH:42]([C:28]2[C:27]3[CH:26]([OH:50])[CH2:25][C:24]([CH3:60])([CH3:61])[CH2:23][C:22]=3[N:21]=[C:20]([CH:17]3[CH2:16][CH2:15][N:14]([C:11]4[N:12]=[CH:13][C:8]([N:1]5[CH2:5][CH2:4][C@H:3]([OH:6])[CH2:2]5)=[CH:9][N:10]=4)[CH2:19][CH2:18]3)[C:29]=2[CH:30]([F:41])[C:31]2[CH:32]=[CH:33][C:34]([C:37]([F:38])([F:40])[F:39])=[CH:35][CH:36]=2)[CH2:47][CH2:46]1, predict the reactants needed to synthesize it. The reactants are: [NH:1]1[CH2:5][CH2:4][C@H:3]([OH:6])[CH2:2]1.Br[C:8]1[CH:9]=[N:10][C:11]([N:14]2[CH2:19][CH2:18][CH:17]([C:20]3[C:29]([CH:30]([F:41])[C:31]4[CH:36]=[CH:35][C:34]([C:37]([F:40])([F:39])[F:38])=[CH:33][CH:32]=4)=[C:28]([CH:42]4[CH2:47][CH2:46][C:45]([F:49])([F:48])[CH2:44][CH2:43]4)[C:27]4[CH:26]([O:50]CC5C=CC(OC)=CC=5)[CH2:25][C:24]([CH3:61])([CH3:60])[CH2:23][C:22]=4[N:21]=3)[CH2:16][CH2:15]2)=[N:12][CH:13]=1. (7) Given the product [OH:23][C:6]1[C:5]([C:3]([NH:24][CH2:25][CH2:26][C:27]([OH:29])=[O:28])=[O:4])=[N:14][CH:13]=[C:12]2[C:7]=1[CH:8]=[C:9]([C:17]1[CH:18]=[CH:19][CH:20]=[CH:21][CH:22]=1)[C:10](=[O:16])[N:11]2[CH3:15], predict the reactants needed to synthesize it. The reactants are: CO[C:3]([C:5]1[C:6]([OH:23])=[C:7]2[C:12](=[CH:13][N:14]=1)[N:11]([CH3:15])[C:10](=[O:16])[C:9]([C:17]1[CH:22]=[CH:21][CH:20]=[CH:19][CH:18]=1)=[CH:8]2)=[O:4].[NH2:24][CH2:25][CH2:26][C:27]([OH:29])=[O:28].C[O-].[Na+].